Dataset: Full USPTO retrosynthesis dataset with 1.9M reactions from patents (1976-2016). Task: Predict the reactants needed to synthesize the given product. The reactants are: C(N(CC)CC)C.[CH3:8][O:9][C:10]1[CH:18]=[CH:17][C:13]([C:14](Cl)=[O:15])=[CH:12][CH:11]=1.[F:19][C:20]1[CH:25]=[CH:24][C:23]([OH:26])=[CH:22][CH:21]=1.[OH-].[Na+]. Given the product [CH3:8][O:9][C:10]1[CH:18]=[CH:17][C:13]([C:14]([O:26][C:23]2[CH:24]=[CH:25][C:20]([F:19])=[CH:21][CH:22]=2)=[O:15])=[CH:12][CH:11]=1, predict the reactants needed to synthesize it.